Dataset: Full USPTO retrosynthesis dataset with 1.9M reactions from patents (1976-2016). Task: Predict the reactants needed to synthesize the given product. Given the product [Cl:19][C:15]1[CH:16]=[C:17]2[C:12](=[C:13]([NH:20][CH:21]3[CH2:22][CH2:23][CH2:24][CH2:25]3)[CH:14]=1)[NH:11][C:10]([C:7]1[S:8][CH2:9][C@@H:5]([CH2:4][C:3]([OH:26])=[O:2])[N:6]=1)=[CH:18]2, predict the reactants needed to synthesize it. The reactants are: C[O:2][C:3](=[O:26])[CH2:4][C@@H:5]1[CH2:9][S:8][C:7]([C:10]2[NH:11][C:12]3[C:17]([CH:18]=2)=[CH:16][C:15]([Cl:19])=[CH:14][C:13]=3[NH:20][CH:21]2[CH2:25][CH2:24][CH2:23][CH2:22]2)=[N:6]1.O.[OH-].[Li+].